This data is from Experimentally validated miRNA-target interactions with 360,000+ pairs, plus equal number of negative samples. The task is: Binary Classification. Given a miRNA mature sequence and a target amino acid sequence, predict their likelihood of interaction. (1) The miRNA is hsa-miR-148a-3p with sequence UCAGUGCACUACAGAACUUUGU. The protein sequence of the target gene is MPTNFTVVPVEAHADGGGDETAERTEAPGTPEGPEPERPSPGDGNPRENSPFLNNVEVEQESFFEGKNMALFEEEMDSNPMVSSLLNKLANYTNLSQGVVEHEEDEESRRREAKAPRMGTFIGVYLPCLQNILGVILFLRLTWIVGVAGVLESFLIVAMCCTCTMLTAISMSAIATNGVVPAGGSYYMISRSLGPEFGGAVGLCFYLGTTFAGAMYILGTIEIFLTYISPGAAIFQAEAAGGEAAAMLHNMRVYGTCTLVLMALVVFVGVKYVNKLALVFLACVVLSILAIYAGVIKSAF.... Result: 1 (interaction). (2) The miRNA is hsa-miR-3622b-5p with sequence AGGCAUGGGAGGUCAGGUGA. The protein sequence of the target gene is MGKSLSHLPLHSNKEDGYDGVTSTDNMRNGLVSSEVHNEDGRNGDVSQFPYVEFTGRDSVTCPTCQGTGRIPRGQENQLVALIPYSDQRLRPRRTKLYVMASVFVCLLLSGLAVFFLFPRSIEVKYIGVKSAYVSYDAEKRTIYLNITNTLNITNNNYYSVEVENITAQVQFSKTVIGKARLNNITNIGPLDMKQIDYTVPTVIAEEMSYMYDFCTLLSIKVHNIVLMMQVTVTTAYFGHSEQISQERYQYVDCGRNTTYQLAQSEYLNVLQPQQ. Result: 0 (no interaction). (3) The miRNA is hsa-miR-5000-5p with sequence CAGUUCAGAAGUGUUCCUGAGU. The protein sequence of the target gene is MGPPLWPDLQEPPPPGTSSQIRSPLLCDVIKPAPHHDVTVRVVPPPRFLPLLLRPLPSDGDIAMRRDRGPKPALGGAGEVEPGGMAASPTGRPRRLQRYLQSGEFDQFRDFPIFESNFVQFCPDIYPAPTSDLWPQVTRLGEVANEVTMGVAASSPALELPDLLLLAGPAKENGHLQLFGLFPLKFVQLFVHDKSRCQLEVKLNTSRTFYLQLRAPLKTRDREFGQWVRLLYRLRFLSASAVPFTQE. Result: 0 (no interaction). (4) Result: 0 (no interaction). The miRNA is hsa-miR-3064-5p with sequence UCUGGCUGUUGUGGUGUGCAA. The protein sequence of the target gene is MAAKGAHGTHLKVESEVERCRAEGQWDRMFELARHLQMLGISGGGSSNRRNSPSGRFTTLDTDDFVKLLLAEALLEQCLKDNHDKIKNSIPLLEKTDHRLNEAKDHLSSLLNNGKLPPQYMCEAMLILGKLHYVEGSYRDAVSMYARAGIDDISVENKPLYQMRLLSEAFVIKGLSLERLPNSVASHIRLTEREEEVVACFERASWVAQVFLQELEKTSNNSTSRHLKGSLSPDYELSYFLEAALQSAYVKNLKKGNIVKGMRELREILRTVETKATQNFKVVAAKHLAGVLLHSLSEDC.... (5) The miRNA is hsa-miR-1253 with sequence AGAGAAGAAGAUCAGCCUGCA. The protein sequence of the target gene is MLGAMFRADTLMPANLNPQGDGHYFIDRDGKAFRHILNFLRLGRLDLPRGYGETALLKAEADFYQIRPLLDALRELEASRGTPASTAALLHADVDVSPRQVHFSARRGPHHYELSSVQVDTFRANLFCTDPECLAAMRNRFGVAIGDRAEGGPHFRLEWASRPQELPEVEYQRLGLQPLWTGGPEDRREVANTPTFLEEVLRVALEHGFRLDSVFPDPEDLLNSRSLRFVRH. Result: 0 (no interaction). (6) The miRNA is hsa-miR-133a-3p with sequence UUUGGUCCCCUUCAACCAGCUG. The protein sequence of the target gene is MLKKPLSAVTWLCIFIVAFVSHPAWLQKLSKHKTPAQPQLKAANCCEEVKELKAQVANLSSLLSELNKKQERDWVSVVMQVMELESNSKRMESRLTDAESKYSEMNNQIDIMQLQAAQTVTQTSADAIYDCSSLYQKNYRISGVYKLPPDDFLGSPELEVFCDMETSGGGWTIIQRRKSGLVSFYRDWKQYKQGFGSIRGDFWLGNEHIHRLSRQPTRLRVEMEDWEGNLRYAEYSHFVLGNELNSYRLFLGNYTGNVGNDALQYHNNTAFSTKDKDNDNCLDKCAQLRKGGYWYNCCTD.... Result: 0 (no interaction). (7) The miRNA is hsa-miR-6753-5p with sequence CACCAGGGCAGAGCAGGGCUGA. The protein sequence of the target gene is MSGRGKQGGKARAKAKTRSSRAGLQFPVGRVHRLLRKGNYAERVGAGAPVYLAAVLEYLTAEILELAGNAARDNKKTRIIPRHLQLAIRNDEELNKLLGKVTIAQGGVLPNIQAVLLPKKTESHHKAK. Result: 1 (interaction). (8) The miRNA is hsa-miR-3158-3p with sequence AAGGGCUUCCUCUCUGCAGGAC. The protein sequence of the target gene is MAAMAVGGAGGSRVSSGRDLNCVPEIADTLGAVAKQGFDFLCMPVFHPRFKREFIQEPAKNRPGPQTRSDLLLSGRDWNTLIVGKLSPWIHPDSKVEKIRRNSEAAMLQELNFGAYLGLPAFLLPLNQEDNTNLARVLTNHIHTGHHSSMFWMRVPLVAPEDLRDDVIANAPTTHTEEYSGEEKTWMWWHNFRTLCDYSKRIAVALEIGADLPSNHVIDRWLGEPIKAAILPTSIFLTNKKGFPVLSKVQQRLIFRLLKLEVQFIITGTNHHSEKEFCSYLQYLEYLSQNRPPPNAYELF.... Result: 0 (no interaction). (9) The miRNA is hsa-miR-6813-3p with sequence AACCUUGGCCCCUCUCCCCAG. The protein sequence of the target gene is MNSAEQTVTWLITLGVLESPKKTISDPEGFLQASLKDGVVLCRLLERLLPGTIEKVYPEPRSESECLSNIREFLRGCGASLRLELLFPPSQPPQHLVTTILLSASTFDANDLYQGQNFNKVLSSLVTLNKVTADIGLGSDSVCARPSSHRIKSFDSLGSQSLHTRTSKLFQGQYRSLDMTDNSNNQLVVRAKFNFQQTNEDELSFSKGDVIHVTRVEEGGWWEGTLNGRTGWFPSNYVREVKASEKPVSPKSGTLKSPPKGFDTTAINKSYYNVVLQNILETENEYSKELQTVLSTYLRP.... Result: 0 (no interaction).